Predict the product of the given reaction. From a dataset of Forward reaction prediction with 1.9M reactions from USPTO patents (1976-2016). (1) Given the reactants [Cl:1][C:2]1[N:7]=[CH:6][C:5]([CH2:8][N:9]([CH2:16][CH:17]([CH3:19])[CH3:18])[CH2:10][CH2:11][S:12]C(=O)C)=[CH:4][CH:3]=1.CN, predict the reaction product. The product is: [Cl:1][C:2]1[N:7]=[CH:6][C:5]([CH2:8][N:9]([CH2:16][CH:17]([CH3:19])[CH3:18])[CH2:10][CH2:11][SH:12])=[CH:4][CH:3]=1. (2) The product is: [C:1]1([S:7]([N:10]2[C:18]3[C:13](=[CH:14][CH:15]=[CH:16][CH:17]=3)[C:12]([C:20]3[CH:25]=[CH:24][CH:23]=[CH:22][CH:21]=3)=[CH:11]2)(=[O:9])=[O:8])[CH:6]=[CH:5][CH:4]=[CH:3][CH:2]=1. Given the reactants [C:1]1([S:7]([N:10]2[C:18]3[C:13](=[CH:14][CH:15]=[CH:16][CH:17]=3)[C:12](Br)=[CH:11]2)(=[O:9])=[O:8])[CH:6]=[CH:5][CH:4]=[CH:3][CH:2]=1.[C:20]1(B(O)O)[CH:25]=[CH:24][CH:23]=[CH:22][CH:21]=1.C(=O)([O-])[O-].[Na+].[Na+], predict the reaction product.